This data is from Full USPTO retrosynthesis dataset with 1.9M reactions from patents (1976-2016). The task is: Predict the reactants needed to synthesize the given product. (1) Given the product [CH2:27]([C:20]1[CH:21]=[CH:22][CH:23]=[C:24]([CH2:25][CH3:26])[C:19]=1[C:14]1[N:13]=[C:12]([CH3:29])[C:11]([CH2:10][OH:9])=[C:16]([S:17][CH3:18])[CH:15]=1)[CH3:28], predict the reactants needed to synthesize it. The reactants are: [H-].[H-].[H-].[H-].[Li+].[Al+3].C([O:9][C:10](=O)[C:11]1[C:16]([S:17][CH3:18])=[CH:15][C:14]([C:19]2[C:24]([CH2:25][CH3:26])=[CH:23][CH:22]=[CH:21][C:20]=2[CH2:27][CH3:28])=[N:13][C:12]=1[CH3:29])C.[O-]S([O-])(=O)=O.[Na+].[Na+]. (2) Given the product [OH:32][C:29]1[CH:30]=[CH:31][C:26]([C:20]2[NH:21][C:22](=[O:25])[C:23]3[C:18]([CH:19]=2)=[CH:17][CH:16]=[C:15]([N:11]2[CH2:12][CH2:13][CH2:14][CH:9]([OH:8])[CH2:10]2)[CH:24]=3)=[C:27]([CH3:34])[CH:28]=1, predict the reactants needed to synthesize it. The reactants are: ClCCl.B(Br)(Br)Br.[OH:8][CH:9]1[CH2:14][CH2:13][CH2:12][N:11]([C:15]2[CH:24]=[C:23]3[C:18]([CH:19]=[C:20]([C:26]4[CH:31]=[CH:30][C:29]([O:32]C)=[CH:28][C:27]=4[CH3:34])[NH:21][C:22]3=[O:25])=[CH:17][CH:16]=2)[CH2:10]1.C(=O)(O)[O-].[Na+]. (3) Given the product [CH3:3][NH:5][S:41]([C:37]1[CH:38]=[CH:39][CH:40]=[C:35]([C:31]2[CH:30]=[C:29]([C:15]3[N:14]=[C:13]([C:12]([F:46])([F:45])[F:11])[CH:18]=[C:17]([C:19]4[CH:24]=[CH:23][C:22]([C:25]([F:28])([F:27])[F:26])=[CH:21][CH:20]=4)[N:16]=3)[CH:34]=[CH:33][N:32]=2)[CH:36]=1)(=[O:43])=[O:42], predict the reactants needed to synthesize it. The reactants are: CN.[CH2:3]([N:5](CC)CC)C.Cl.[F:11][C:12]([F:46])([F:45])[C:13]1[CH:18]=[C:17]([C:19]2[CH:24]=[CH:23][C:22]([C:25]([F:28])([F:27])[F:26])=[CH:21][CH:20]=2)[N:16]=[C:15]([C:29]2[CH:34]=[CH:33][N:32]=[C:31]([C:35]3[CH:36]=[C:37]([S:41](Cl)(=[O:43])=[O:42])[CH:38]=[CH:39][CH:40]=3)[CH:30]=2)[N:14]=1. (4) The reactants are: [CH3:1][CH:2]([O:4][C:5]1[CH:6]=[C:7]([CH:12]=[C:13]([O:15][CH2:16][C:17]2[CH:22]=[CH:21][CH:20]=[CH:19][CH:18]=2)[CH:14]=1)[C:8]([O:10]C)=[O:9])[CH3:3].[OH-].[Na+]. Given the product [CH3:3][CH:2]([O:4][C:5]1[CH:6]=[C:7]([CH:12]=[C:13]([O:15][CH2:16][C:17]2[CH:18]=[CH:19][CH:20]=[CH:21][CH:22]=2)[CH:14]=1)[C:8]([OH:10])=[O:9])[CH3:1], predict the reactants needed to synthesize it.